From a dataset of Full USPTO retrosynthesis dataset with 1.9M reactions from patents (1976-2016). Predict the reactants needed to synthesize the given product. (1) Given the product [C:1]([O:5][C:6]([N:8]1[CH2:12][CH2:11][CH:10]([N:13]([CH2:14][CH3:15])[C:24]([NH:23][C:20]2[CH:21]=[CH:22][C:17]([Cl:16])=[CH:18][CH:19]=2)=[O:25])[CH2:9]1)=[O:7])([CH3:4])([CH3:3])[CH3:2], predict the reactants needed to synthesize it. The reactants are: [C:1]([O:5][C:6]([N:8]1[CH2:12][CH2:11][CH:10]([NH:13][CH2:14][CH3:15])[CH2:9]1)=[O:7])([CH3:4])([CH3:3])[CH3:2].[Cl:16][C:17]1[CH:22]=[CH:21][C:20]([N:23]=[C:24]=[O:25])=[CH:19][CH:18]=1. (2) Given the product [F:1][C:2]1[CH:10]=[C:6]([C:7]([NH:20][C@H:21]([C:23]2[CH:32]=[CH:31][C:26]([C:27]([OH:29])=[O:28])=[CH:25][CH:24]=2)[CH3:22])=[O:9])[C:5]([O:11][C:12]2[CH:17]=[CH:16][CH:15]=[C:14]([F:18])[CH:13]=2)=[N:4][CH:3]=1, predict the reactants needed to synthesize it. The reactants are: [F:1][C:2]1[CH:3]=[N:4][C:5]([O:11][C:12]2[CH:17]=[CH:16][CH:15]=[C:14]([F:18])[CH:13]=2)=[C:6]([CH:10]=1)[C:7]([OH:9])=O.Cl.[NH2:20][C@H:21]([C:23]1[CH:32]=[CH:31][C:26]([C:27]([O:29]C)=[O:28])=[CH:25][CH:24]=1)[CH3:22]. (3) Given the product [CH3:8][C@@H:5]1[O:4][C:3](=[O:9])[C@H:2]([O:1][CH2:12][C:11]([CH3:21])=[CH2:10])[C@H:6]1[O:7][CH2:22][C:25]([CH3:26])=[CH2:29], predict the reactants needed to synthesize it. The reactants are: [OH:1][C@@H:2]1[C@@H:6]([OH:7])[C@H:5]([CH3:8])[O:4][C:3]1=[O:9].[CH3:10][C:11](=[CH2:21])[CH2:12]OC(=O)O[CH2:10][C:11]([CH3:12])=[CH2:21].[C:22](=O)=O.[CH2:25]1[CH2:29]OC[CH2:26]1. (4) Given the product [C:17]([O:9][C:4]1[CH:5]=[CH:6][C:7]([F:8])=[C:2]([Br:1])[CH:3]=1)(=[O:19])[CH3:18], predict the reactants needed to synthesize it. The reactants are: [Br:1][C:2]1[CH:3]=[C:4]([OH:9])[CH:5]=[CH:6][C:7]=1[F:8].C(N(CC)CC)C.[C:17](Cl)(=[O:19])[CH3:18].